The task is: Regression/Classification. Given a drug SMILES string, predict its absorption, distribution, metabolism, or excretion properties. Task type varies by dataset: regression for continuous measurements (e.g., permeability, clearance, half-life) or binary classification for categorical outcomes (e.g., BBB penetration, CYP inhibition). For this dataset (solubility_aqsoldb), we predict Y.. This data is from Aqueous solubility values for 9,982 compounds from the AqSolDB database. (1) The compound is O=P([O-])([O-])OP(=O)([O-])[O-].O=P([O-])([O-])OP(=O)([O-])[O-].O=P([O-])([O-])OP(=O)([O-])[O-].[Fe+3].[Fe+3].[Fe+3].[Fe+3]. The Y is -6.31 log mol/L. (2) The compound is CCCCNC(=O)NS(=O)(=O)c1ccc(N)cc1. The Y is -2.18 log mol/L. (3) The compound is Clc1ccc(Oc2c(Cl)c(Cl)cc(Cl)c2Cl)c(Cl)c1. The Y is -8.42 log mol/L. (4) The molecule is CC(C)N.O=C(O)CNCP(=O)(O)O. The Y is 0.663 log mol/L. (5) The drug is OB(O)O.[K]. The Y is -0.312 log mol/L.